This data is from Forward reaction prediction with 1.9M reactions from USPTO patents (1976-2016). The task is: Predict the product of the given reaction. (1) The product is: [N:55]1([CH2:54][CH2:53][O:52][C:11](=[O:12])[C@@:10]([CH2:15][OH:16])([CH3:14])[CH2:9][C@H:8]([NH2:17])[CH2:7][C:4]2[CH:5]=[CH:6][C:1]([C:25]3[CH:30]=[CH:29][CH:28]=[CH:27][CH:26]=3)=[CH:2][CH:3]=2)[CH2:60][CH2:59][CH2:58][CH2:57][CH2:56]1. Given the reactants [C:1]1([C:25]2[CH:30]=[CH:29][CH:28]=[CH:27][CH:26]=2)[CH:6]=[CH:5][C:4]([CH2:7][C@@H:8]([NH:17]C(OC(C)(C)C)=O)[CH2:9][C@:10]([CH2:15][OH:16])([CH3:14])[C:11](O)=[O:12])=[CH:3][CH:2]=1.C1C=CC2N(O)N=NC=2C=1.CCN=C=NCCCN(C)C.[OH:52][CH2:53][CH2:54][N:55]1[CH2:60][CH2:59][CH2:58][CH2:57][CH2:56]1.CC#N.Cl.O1CCOCC1, predict the reaction product. (2) Given the reactants [Br:1][C:2]1[CH:7]=[CH:6][CH:5]=[N+:4]([O-:8])[C:3]=1[CH3:9].[S:10]([O:15]C)([O:13][CH3:14])(=[O:12])=[O:11], predict the reaction product. The product is: [CH3:14][O:13][S:10]([O-:15])(=[O:12])=[O:11].[Br:1][C:2]1[C:3]([CH3:9])=[N+:4]([O:8][CH3:14])[CH:5]=[CH:6][CH:7]=1. (3) Given the reactants Cl[C:2]([O:4][CH2:5][CH:6]([C:8]1[CH:13]=[CH:12][CH:11]=[CH:10][C:9]=1[N+:14]([O-:16])=[O:15])[CH3:7])=[O:3].[NH2:17][NH2:18], predict the reaction product. The product is: [N+:14]([C:9]1[CH:10]=[CH:11][CH:12]=[CH:13][C:8]=1[CH:6]([CH3:7])[CH2:5][O:4][C:2]([NH:17][NH2:18])=[O:3])([O-:16])=[O:15]. (4) Given the reactants [NH:1]([C:3]1[C:4]([CH3:10])=[N:5][CH:6]=[C:7]([CH3:9])[N:8]=1)N, predict the reaction product. The product is: [CH3:10][C:4]1[C:3]([NH2:1])=[N:8][C:7]([CH3:9])=[CH:6][N:5]=1. (5) Given the reactants Br[C:2]1[S:3][CH:4]=[CH:5][C:6]=1[CH2:7][CH2:8][CH2:9][CH2:10][CH2:11][CH3:12].C([Li])CCC.[CH:18](N1CCCCC1)=[O:19], predict the reaction product. The product is: [CH2:7]([C:6]1[CH:5]=[CH:4][S:3][C:2]=1[CH:18]=[O:19])[CH2:8][CH2:9][CH2:10][CH2:11][CH3:12]. (6) The product is: [Br:24][C:20]1[N:19]=[C:18]([CH2:17][N:8]2[C:9]3[C:14](=[CH:13][CH:12]=[CH:11][CH:10]=3)[C:15](=[O:16])[C:6]([C:4]([C:7]3[C:6]([CH3:4])=[CH:15][CH:14]=[CH:9][N:8]=3)=[O:5])=[CH:7]2)[CH:23]=[CH:22][CH:21]=1. Given the reactants CON(C)[C:4]([C:6]1[C:15](=[O:16])[C:14]2[C:9](=[CH:10][CH:11]=[CH:12][CH:13]=2)[N:8]([CH2:17][C:18]2[CH:23]=[CH:22][CH:21]=[C:20]([Br:24])[N:19]=2)[CH:7]=1)=[O:5], predict the reaction product.